Dataset: Catalyst prediction with 721,799 reactions and 888 catalyst types from USPTO. Task: Predict which catalyst facilitates the given reaction. (1) Reactant: [C:1]([CH2:3][C:4]1[CH:9]=[C:8]([O:10][CH3:11])[C:7]([O:12][CH3:13])=[CH:6][C:5]=1[CH2:14][CH2:15][NH:16]C(=O)C(F)(F)F)#[N:2].C(O)C.C(=O)([O-])[O-].[K+].[K+]. Product: [NH2:2][CH2:1][CH2:3][C:4]1[CH:9]=[C:8]([O:10][CH3:11])[C:7]([O:12][CH3:13])=[CH:6][C:5]=1[CH2:14][C:15]#[N:16]. The catalyst class is: 6. (2) Reactant: F[P-](F)(F)(F)(F)F.N1(OC(N(C)C)=[N+](C)C)C2N=CC=CC=2N=N1.Cl.[OH:26][C@H:27]1[CH2:31][NH:30][C@H:29]([C:32]([O:34][CH3:35])=[O:33])[CH2:28]1.[C:36]([O:40][C:41]([NH:43][CH:44]([C@H:48]([CH3:56])[CH2:49][CH:50]([CH3:55])[CH2:51][CH2:52][CH:53]=[CH2:54])[C:45](O)=[O:46])=[O:42])([CH3:39])([CH3:38])[CH3:37].CCN(CC)CC. Product: [C:36]([O:40][C:41]([NH:43][C@@H:44]([C@H:48]([CH3:56])[CH2:49][CH:50]([CH3:55])[CH2:51][CH2:52][CH:53]=[CH2:54])[C:45]([N:30]1[CH2:31][C@H:27]([OH:26])[CH2:28][C@H:29]1[C:32]([O:34][CH3:35])=[O:33])=[O:46])=[O:42])([CH3:39])([CH3:38])[CH3:37]. The catalyst class is: 2. (3) Product: [CH3:14][NH:13][C:6]1[C:5]2[C:10](=[CH:11][C:2]([B:15]3[O:19][C:18]([CH3:21])([CH3:20])[C:17]([CH3:23])([CH3:22])[O:16]3)=[CH:3][CH:4]=2)[N:9]=[C:8]([NH2:12])[N:7]=1. The catalyst class is: 16. Reactant: Br[C:2]1[CH:11]=[C:10]2[C:5]([C:6]([NH:13][CH3:14])=[N:7][C:8]([NH2:12])=[N:9]2)=[CH:4][CH:3]=1.[B:15]1([B:15]2[O:19][C:18]([CH3:21])([CH3:20])[C:17]([CH3:23])([CH3:22])[O:16]2)[O:19][C:18]([CH3:21])([CH3:20])[C:17]([CH3:23])([CH3:22])[O:16]1.C([O-])(=O)C.[K+]. (4) Reactant: [CH3:1][O:2][C:3]1[N:8]=[C:7]([CH3:9])[C:6]([CH:10]([OH:13])[CH2:11][CH3:12])=[CH:5][CH:4]=1.CC(OI1(OC(C)=O)(OC(C)=O)OC(=O)C2C=CC=CC1=2)=O.C([O-])(O)=O.[Na+]. Product: [CH3:1][O:2][C:3]1[N:8]=[C:7]([CH3:9])[C:6]([C:10](=[O:13])[CH2:11][CH3:12])=[CH:5][CH:4]=1. The catalyst class is: 2. (5) Reactant: C([Mg]Cl)(C)C.Br[C:7]1[CH:12]=[CH:11][CH:10]=[C:9]([CH:13]2[O:17][CH2:16][CH2:15][O:14]2)[N:8]=1.[F:18][C:19]1[CH:26]=[CH:25][C:24]([F:27])=[CH:23][C:20]=1[CH:21]=[O:22].[Cl-].[NH4+]. Product: [F:18][C:19]1[CH:26]=[CH:25][C:24]([F:27])=[CH:23][C:20]=1[CH:21]([OH:22])[C:7]1[CH:12]=[CH:11][CH:10]=[C:9]([CH:13]2[O:17][CH2:16][CH2:15][O:14]2)[N:8]=1. The catalyst class is: 7.